The task is: Predict the product of the given reaction.. This data is from Forward reaction prediction with 1.9M reactions from USPTO patents (1976-2016). (1) Given the reactants [C:1]([C:5]1[CH:10]=[CH:9][C:8]([OH:11])=[C:7](Br)[CH:6]=1)([CH3:4])([CH3:3])[CH3:2].[CH3:13][O-:14].[Na+], predict the reaction product. The product is: [C:1]([C:5]1[CH:10]=[CH:9][C:8]([OH:11])=[C:7]([O:14][CH3:13])[CH:6]=1)([CH3:4])([CH3:3])[CH3:2]. (2) Given the reactants [F:1][C:2]1[CH:7]=[CH:6][C:5]([C:8]2[N:12]([CH3:13])[N:11]=[CH:10][C:9]=2/[CH:14]=[CH:15]/[C:16]([NH:18][C:19]2[CH:35]=[CH:34][C:22]([CH2:23][C:24]3[S:25][CH:26]=[C:27]([C:29]([O:31]CC)=[O:30])[N:28]=3)=[CH:21][CH:20]=2)=[O:17])=[CH:4][CH:3]=1.[OH-].[Na+].O1CCCC1.Cl, predict the reaction product. The product is: [F:1][C:2]1[CH:3]=[CH:4][C:5]([C:8]2[N:12]([CH3:13])[N:11]=[CH:10][C:9]=2/[CH:14]=[CH:15]/[C:16]([NH:18][C:19]2[CH:35]=[CH:34][C:22]([CH2:23][C:24]3[S:25][CH:26]=[C:27]([C:29]([OH:31])=[O:30])[N:28]=3)=[CH:21][CH:20]=2)=[O:17])=[CH:6][CH:7]=1. (3) Given the reactants [Cl:1][C:2]1[C:3]([O:11][CH2:12][C:13]([F:16])([F:15])[F:14])=[CH:4][C:5]([C:8]([OH:10])=O)=[N:6][CH:7]=1.CCN(C(C)C)C(C)C.[NH2:26][C@@H:27]([C:32]([CH3:35])([CH3:34])[CH3:33])[C:28]([NH:30][CH3:31])=[O:29], predict the reaction product. The product is: [CH3:33][C:32]([CH3:35])([CH3:34])[C@H:27]([NH:26][C:8]([C:5]1[CH:4]=[C:3]([O:11][CH2:12][C:13]([F:16])([F:15])[F:14])[C:2]([Cl:1])=[CH:7][N:6]=1)=[O:10])[C:28](=[O:29])[NH:30][CH3:31]. (4) Given the reactants [H-].[Na+].[I-].[CH3:4][S+](C)(C)=O.[CH3:9][N:10]1[C:14]([N:15]2[CH2:20][CH2:19][C:18](=[O:21])[CH2:17][CH2:16]2)=[C:13]([N+:22]([O-:24])=[O:23])[CH:12]=[N:11]1.O, predict the reaction product. The product is: [CH3:9][N:10]1[C:14]([N:15]2[CH2:16][CH2:17][C:18]3([O:21][CH2:4]3)[CH2:19][CH2:20]2)=[C:13]([N+:22]([O-:24])=[O:23])[CH:12]=[N:11]1. (5) Given the reactants C(CCN1C=CN=C1C)#N.BrCCCCCCC#N.[Br-].C(CC[N:25]1[CH:29]=[CH:28][N+:27]([CH2:30][CH2:31][CH2:32][CH2:33][CH2:34][CH2:35][C:36]#[N:37])=[C:26]1[CH3:38])#N, predict the reaction product. The product is: [CH3:38][C:26]1[N:27]([CH2:30][CH2:31][CH2:32][CH2:33][CH2:34][CH2:35][C:36]#[N:37])[CH:28]=[CH:29][N:25]=1. (6) Given the reactants [Cl:1][C:2]1[CH:26]=[C:25]([Cl:27])[CH:24]=[CH:23][C:3]=1[C:4]([NH:6][C:7]1[CH:12]=[C:11]([O:13][CH2:14][CH2:15][O:16][CH3:17])[CH:10]=[CH:9][C:8]=1/[CH:18]=[CH:19]/[C:20](O)=[O:21])=[O:5].CC1C=CC=C([N+]([O-])=O)C=1C(OC(=O)C1C([N+]([O-])=O)=CC=CC=1C)=O.[CH2:53]([S:58]([NH2:61])(=[O:60])=[O:59])[CH2:54][CH2:55][CH2:56][CH3:57].[Cl-].[NH4+], predict the reaction product. The product is: [Cl:1][C:2]1[CH:26]=[C:25]([Cl:27])[CH:24]=[CH:23][C:3]=1[C:4]([NH:6][C:7]1[CH:12]=[C:11]([O:13][CH2:14][CH2:15][O:16][CH3:17])[CH:10]=[CH:9][C:8]=1/[CH:18]=[CH:19]/[C:20](=[O:21])[NH:61][S:58]([CH2:53][CH2:54][CH2:55][CH2:56][CH3:57])(=[O:60])=[O:59])=[O:5]. (7) Given the reactants Br[C:2]1[CH:3]=[CH:4][C:5]([O:18][CH3:19])=[C:6]([C:8]23[CH2:17][CH:12]4[CH2:13][CH:14]([CH2:16][CH:10]([CH2:11]4)[CH2:9]2)[CH2:15]3)[CH:7]=1, predict the reaction product. The product is: [C:8]12([C:6]3[CH:7]=[C:2]([C:2]4[CH:3]=[CH:4][C:5]([O:18][CH3:19])=[C:6]([C:8]56[CH2:9][CH:10]7[CH2:16][CH:14]([CH2:13][CH:12]([CH2:11]7)[CH2:17]5)[CH2:15]6)[CH:7]=4)[CH:3]=[CH:4][C:5]=3[O:18][CH3:19])[CH2:17][CH:12]3[CH2:13][CH:14]([CH2:16][CH:10]([CH2:11]3)[CH2:9]1)[CH2:15]2.